From a dataset of Full USPTO retrosynthesis dataset with 1.9M reactions from patents (1976-2016). Predict the reactants needed to synthesize the given product. Given the product [NH2:23][C:22]1[N:24]=[C:6]([C:5]2[CH:11]=[CH:12][C:2]([Cl:1])=[CH:3][CH:4]=2)[C:8]([C:9]#[N:10])=[C:25]([S:26][CH3:28])[N:21]=1, predict the reactants needed to synthesize it. The reactants are: [Cl:1][C:2]1[CH:12]=[CH:11][C:5]([C:6]([CH2:8][C:9]#[N:10])=O)=[CH:4][CH:3]=1.[H-].[Na+].CI.[N+]([O-])(O)=O.[NH2:21][C:22]([NH2:24])=[NH:23].[CH3:25][S:26]([CH3:28])=O.